This data is from Forward reaction prediction with 1.9M reactions from USPTO patents (1976-2016). The task is: Predict the product of the given reaction. (1) Given the reactants [C:1]1([S:7]([C:10]#[N:11])(=[O:9])=[O:8])[CH:6]=[CH:5][CH:4]=[CH:3][CH:2]=1.ClC(OCC(C)C)=O.C1(N=[CH:27][C:28]2[S:29][CH:30]=[CH:31][C:32]=2[CH3:33])C=CC=CC=1, predict the reaction product. The product is: [C:1]1([S:7]([C:10]2[CH:33]=[C:32]3[CH:31]=[CH:30][S:29][C:28]3=[CH:27][N:11]=2)(=[O:8])=[O:9])[CH:2]=[CH:3][CH:4]=[CH:5][CH:6]=1. (2) Given the reactants [CH3:1][CH:2]1[CH2:20][CH2:19][N:6]2[C:7]3[CH:8]=[C:9]([C:14]([O:16]CC)=[O:15])[CH:10]=[CH:11][C:12]=3[CH:13]=[C:5]2[C:4](=[O:21])[NH:3]1.[OH-].[Na+].C(O)(=O)C.O, predict the reaction product. The product is: [CH3:1][CH:2]1[CH2:20][CH2:19][N:6]2[C:7]3[CH:8]=[C:9]([C:14]([OH:16])=[O:15])[CH:10]=[CH:11][C:12]=3[CH:13]=[C:5]2[C:4](=[O:21])[NH:3]1. (3) Given the reactants [F:1][C:2]([F:14])([F:13])[C:3]1[NH:4][C:5]2[CH:11]=[C:10]([NH2:12])[CH:9]=[CH:8][C:6]=2[N:7]=1.[Br:15]Br, predict the reaction product. The product is: [F:14][C:2]([F:1])([F:13])[C:3]1[NH:4][C:5]2[C:11]([Br:15])=[C:10]([NH2:12])[CH:9]=[CH:8][C:6]=2[N:7]=1. (4) The product is: [C:20]([C:22]1([C:28]2[N:33]=[CH:32][C:31]([NH:34][C:35]([C:37]3[CH:38]=[N:39][N:40]([C:43]4[CH:48]=[CH:47][C:46]([C:49]([F:52])([F:51])[F:50])=[CH:45][N:44]=4)[C:41]=3[CH3:42])=[O:36])=[CH:30][CH:29]=2)[CH2:23][CH2:24][N:25]([CH:3]2[CH2:2][O:1][CH2:4]2)[CH2:26][CH2:27]1)#[N:21]. Given the reactants [O:1]1[CH2:4][C:3](=O)[CH2:2]1.C(O[BH-](OC(=O)C)OC(=O)C)(=O)C.[Na+].[C:20]([C:22]1([C:28]2[N:33]=[CH:32][C:31]([NH:34][C:35]([C:37]3[CH:38]=[N:39][N:40]([C:43]4[CH:48]=[CH:47][C:46]([C:49]([F:52])([F:51])[F:50])=[CH:45][N:44]=4)[C:41]=3[CH3:42])=[O:36])=[CH:30][CH:29]=2)[CH2:27][CH2:26][NH:25][CH2:24][CH2:23]1)#[N:21].C(=O)(O)[O-].[Na+], predict the reaction product. (5) Given the reactants [CH3:1][C:2]1[C:6]([CH2:7][N:8]2[CH:12]=[C:11]([N:13]3[C:17](=[O:18])[CH2:16][NH:15][C:14]3=[O:19])[CH:10]=[N:9]2)=[C:5]([CH3:20])[O:4][N:3]=1.Br[CH2:22][C:23]1[CH:28]=[CH:27][CH:26]=[CH:25][N:24]=1, predict the reaction product. The product is: [CH3:1][C:2]1[C:6]([CH2:7][N:8]2[CH:12]=[C:11]([N:13]3[C:17](=[O:18])[CH2:16][N:15]([CH2:22][C:23]4[CH:28]=[CH:27][CH:26]=[CH:25][N:24]=4)[C:14]3=[O:19])[CH:10]=[N:9]2)=[C:5]([CH3:20])[O:4][N:3]=1.